This data is from Forward reaction prediction with 1.9M reactions from USPTO patents (1976-2016). The task is: Predict the product of the given reaction. (1) Given the reactants CN(C(ON1N=NC2C=CC=NC1=2)=[N+](C)C)C.F[P-](F)(F)(F)(F)F.[NH2:25][C:26]1[C:27]([C:36]([OH:38])=O)=[CH:28][C:29]2[C:34]([CH:35]=1)=[CH:33][CH:32]=[CH:31][CH:30]=2.[CH:39]1([NH:44][CH2:45][C:46]([O:48][CH2:49][C:50]2[CH:55]=[CH:54][CH:53]=[CH:52][CH:51]=2)=[O:47])[CH2:43][CH2:42][CH2:41][CH2:40]1.C(N(C(C)C)CC)(C)C, predict the reaction product. The product is: [NH2:25][C:26]1[C:27]([C:36]([N:44]([CH:39]2[CH2:43][CH2:42][CH2:41][CH2:40]2)[CH2:45][C:46]([O:48][CH2:49][C:50]2[CH:55]=[CH:54][CH:53]=[CH:52][CH:51]=2)=[O:47])=[O:38])=[CH:28][C:29]2[C:34]([CH:35]=1)=[CH:33][CH:32]=[CH:31][CH:30]=2. (2) Given the reactants [F:1][C:2]([F:13])([F:12])[C:3]1[CH:8]=[CH:7][C:6](B(O)O)=[CH:5][CH:4]=1.Br[C:15]1[CH:38]=[CH:37][C:18]([CH2:19][N:20]2[CH:25]=[C:24]3[N:26]=[C:27]([C:29]4[CH:34]=[CH:33][CH:32]=[C:31]([F:35])[C:30]=4[F:36])[N:28]=[C:23]3[CH:22]=[N:21]2)=[CH:17][CH:16]=1, predict the reaction product. The product is: [F:36][C:30]1[C:31]([F:35])=[CH:32][CH:33]=[CH:34][C:29]=1[C:27]1[N:28]=[C:23]2[CH:22]=[N:21][N:20]([CH2:19][C:18]3[CH:17]=[CH:16][C:15]([C:6]4[CH:7]=[CH:8][C:3]([C:2]([F:13])([F:12])[F:1])=[CH:4][CH:5]=4)=[CH:38][CH:37]=3)[CH:25]=[C:24]2[N:26]=1.